From a dataset of Full USPTO retrosynthesis dataset with 1.9M reactions from patents (1976-2016). Predict the reactants needed to synthesize the given product. (1) Given the product [CH2:20]([O:22][C:23](=[O:42])[C@@H:24]([O:40][CH3:41])[CH2:25][C:26]1[CH:31]=[CH:30][C:29]([C:4]#[C:3][CH2:2][CH2:1][O:5][C:6]2[CH:11]=[CH:10][C:9]([C:12](=[O:13])[C:14]3[CH:19]=[CH:18][CH:17]=[CH:16][CH:15]=3)=[CH:8][CH:7]=2)=[CH:28][CH:27]=1)[CH3:21], predict the reactants needed to synthesize it. The reactants are: [CH2:1]([O:5][C:6]1[CH:11]=[CH:10][C:9]([C:12]([C:14]2[CH:19]=[CH:18][CH:17]=[CH:16][CH:15]=2)=[O:13])=[CH:8][CH:7]=1)[CH2:2][C:3]#[CH:4].[CH2:20]([O:22][C:23](=[O:42])[C@@H:24]([O:40][CH3:41])[CH2:25][C:26]1[CH:31]=[CH:30][C:29](OS(C(F)(F)F)(=O)=O)=[CH:28][CH:27]=1)[CH3:21]. (2) Given the product [CH3:9][O:10][C:11]([C:12]1[N:8]=[C:5]2[CH:4]=[CH:3][C:2]([Cl:1])=[N:7][N:6]2[C:13]=1[CH3:14])=[O:17], predict the reactants needed to synthesize it. The reactants are: [Cl:1][C:2]1[N:7]=[N:6][C:5]([NH2:8])=[CH:4][CH:3]=1.[CH3:9][O:10][C:11](=[O:17])[C:12](=O)[CH:13](Br)[CH3:14]. (3) Given the product [F:1][C:2]1[CH:3]=[C:4]([CH:27]=[CH:28][CH:29]=1)[CH2:5][N:6]1[C:18]2[CH2:17][CH2:16][C@@H:15]([NH:19][C:20]([CH:22]3[CH2:24][CH2:23]3)=[O:21])[CH2:14][C:13]=2[C:12]2[C:7]1=[CH:8][CH:9]=[C:10]([CH:25]=[N:31][OH:32])[CH:11]=2, predict the reactants needed to synthesize it. The reactants are: [F:1][C:2]1[CH:3]=[C:4]([CH:27]=[CH:28][CH:29]=1)[CH2:5][N:6]1[C:18]2[CH2:17][CH2:16][C@@H:15]([NH:19][C:20]([CH:22]3[CH2:24][CH2:23]3)=[O:21])[CH2:14][C:13]=2[C:12]2[C:7]1=[CH:8][CH:9]=[C:10]([CH:25]=O)[CH:11]=2.Cl.[NH2:31][OH:32].[OH-].[Na+]. (4) Given the product [CH2:24]([C:2]1[C:10]2[N:9]3[C@H:11]([CH3:16])[CH2:12][NH:13][C:14](=[O:15])[C:8]3=[CH:7][C:6]=2[CH:5]=[C:4]([F:17])[CH:3]=1)[CH3:25], predict the reactants needed to synthesize it. The reactants are: Br[C:2]1[C:10]2[N:9]3[C@H:11]([CH3:16])[CH2:12][NH:13][C:14](=[O:15])[C:8]3=[CH:7][C:6]=2[CH:5]=[C:4]([F:17])[CH:3]=1.C(=O)([O-])[O-].[Cs+].[Cs+].[CH2:24](B(CC)CC)[CH3:25].O.